Dataset: Forward reaction prediction with 1.9M reactions from USPTO patents (1976-2016). Task: Predict the product of the given reaction. (1) Given the reactants [Si]([O:8][CH2:9][CH2:10][N:11]([CH:45]1[CH2:48][O:47][CH2:46]1)[C:12]([C:14]1[C:19]([O:20][CH2:21][C:22]2[CH:27]=[CH:26][CH:25]=[CH:24][CH:23]=2)=[C:18]([OH:28])[N:17]=[C:16]([CH2:29][C:30]2([C:35]3[C:44]4[C:39](=[CH:40][CH:41]=[CH:42][CH:43]=4)[CH:38]=[CH:37][CH:36]=3)[CH2:34][CH2:33][CH2:32][CH2:31]2)[N:15]=1)=[O:13])(C(C)(C)C)(C)C.[F-].C([N+](CCCC)(CCCC)CCCC)CCC.C(OCC)(=O)C.CCCCCC, predict the reaction product. The product is: [OH:8][CH2:9][CH2:10][N:11]([CH:45]1[CH2:46][O:47][CH2:48]1)[C:12]([C:14]1[C:19]([O:20][CH2:21][C:22]2[CH:27]=[CH:26][CH:25]=[CH:24][CH:23]=2)=[C:18]([OH:28])[N:17]=[C:16]([CH2:29][C:30]2([C:35]3[C:44]4[C:39](=[CH:40][CH:41]=[CH:42][CH:43]=4)[CH:38]=[CH:37][CH:36]=3)[CH2:31][CH2:32][CH2:33][CH2:34]2)[N:15]=1)=[O:13]. (2) Given the reactants [F:1][C:2]1[CH:7]=[CH:6][C:5]([C:8]2[CH:16]=[C:11]3[CH2:12][NH:13][CH2:14][CH2:15][N:10]3[N:9]=2)=[CH:4][CH:3]=1.C(N(CC)CC)C.[CH3:24][C:25]([O:28][C:29](O[C:29]([O:28][C:25]([CH3:27])([CH3:26])[CH3:24])=[O:30])=[O:30])([CH3:27])[CH3:26], predict the reaction product. The product is: [F:1][C:2]1[CH:3]=[CH:4][C:5]([C:8]2[CH:16]=[C:11]3[CH2:12][N:13]([C:29]([O:28][C:25]([CH3:27])([CH3:26])[CH3:24])=[O:30])[CH2:14][CH2:15][N:10]3[N:9]=2)=[CH:6][CH:7]=1. (3) Given the reactants C1C(=O)N(Cl)C(=O)C1.C[S:10][CH2:11][CH2:12][O:13][C:14]1[CH:15]=[C:16]2[C:20](=[CH:21][CH:22]=1)[NH:19][C:18]([C:23]([O:25][CH2:26][CH3:27])=[O:24])=[CH:17]2, predict the reaction product. The product is: [S:10]1[C:15]2=[C:16]3[C:20](=[CH:21][CH:22]=[C:14]2[O:13][CH2:12][CH2:11]1)[NH:19][C:18]([C:23]([O:25][CH2:26][CH3:27])=[O:24])=[CH:17]3.